Dataset: Reaction yield outcomes from USPTO patents with 853,638 reactions. Task: Predict the reaction yield, written as a fraction of the theoretical maximum amount of product (1.0 means a 100% yield; for example, 0.34 means a 34% yield). (1) The reactants are C(=O)([O-])[O-].[Cs+].[Cs+].[OH:7][C:8]1[CH:15]=[C:14]([CH3:16])[C:11]([C:12]#[N:13])=[C:10]([CH3:17])[CH:9]=1.Br[CH2:19][C:20]([CH:22]1[CH2:24][CH2:23]1)=[O:21]. The catalyst is CC(C)=O. The product is [CH:22]1([C:20](=[O:21])[CH2:19][O:7][C:8]2[CH:9]=[C:10]([CH3:17])[C:11]([C:12]#[N:13])=[C:14]([CH3:16])[CH:15]=2)[CH2:24][CH2:23]1. The yield is 0.640. (2) The reactants are [C:1]([C:5]1[CH:9]=[C:8]([CH2:10][NH2:11])[N:7]([C:12]2[CH:17]=[CH:16][C:15]([F:18])=[CH:14][CH:13]=2)[N:6]=1)([CH3:4])([CH3:3])[CH3:2].[F:19][C:20]1[CH:21]=[C:22]([NH:31][C:32](=O)[O:33]C2C=CC=CC=2)[CH:23]=[CH:24][C:25]=1[CH2:26][O:27][CH2:28][CH2:29][OH:30]. The catalyst is C(#N)C. The product is [C:1]([C:5]1[CH:9]=[C:8]([CH2:10][NH:11][C:32]([NH:31][C:22]2[CH:23]=[CH:24][C:25]([CH2:26][O:27][CH2:28][CH2:29][OH:30])=[C:20]([F:19])[CH:21]=2)=[O:33])[N:7]([C:12]2[CH:13]=[CH:14][C:15]([F:18])=[CH:16][CH:17]=2)[N:6]=1)([CH3:4])([CH3:2])[CH3:3]. The yield is 0.730.